From a dataset of Experimental lipophilicity measurements (octanol/water distribution) for 4,200 compounds from AstraZeneca. Regression/Classification. Given a drug SMILES string, predict its absorption, distribution, metabolism, or excretion properties. Task type varies by dataset: regression for continuous measurements (e.g., permeability, clearance, half-life) or binary classification for categorical outcomes (e.g., BBB penetration, CYP inhibition). For this dataset (lipophilicity_astrazeneca), we predict Y. The molecule is Cn1cc(C#N)cc1-c1c2c(=O)n(C)c(=O)n(CC3CC3)c2nn1Cc1ccnc2ccc(Cl)cc12. The Y is 3.67 logD.